From a dataset of Reaction yield outcomes from USPTO patents with 853,638 reactions. Predict the reaction yield, written as a fraction of the theoretical maximum amount of product (1.0 means a 100% yield; for example, 0.34 means a 34% yield). The reactants are [OH:1][C:2]1[CH:3]=[C:4]([CH:9]=[CH:10][C:11]=1[C:12]#[C:13][Si](C)(C)C)[C:5]([O:7][CH3:8])=[O:6].C. The catalyst is CO.[Cu](I)I. The yield is 0.700. The product is [O:1]1[C:2]2[CH:3]=[C:4]([C:5]([O:7][CH3:8])=[O:6])[CH:9]=[CH:10][C:11]=2[CH:12]=[CH:13]1.